Dataset: Full USPTO retrosynthesis dataset with 1.9M reactions from patents (1976-2016). Task: Predict the reactants needed to synthesize the given product. (1) Given the product [NH:1]1[C:9]2[C:4](=[CH:5][C:6](/[CH:10]=[CH:11]/[C:12]3[CH:13]=[C:14](/[CH:15]=[CH:16]/[C:17]4[CH:22]=[CH:21][C:20]([O:23][CH2:24][C:25]5[CH:30]=[CH:29][CH:28]=[CH:27][N:26]=5)=[CH:19][CH:18]=4)[NH:35][N:34]=3)=[CH:7][CH:8]=2)[CH:3]=[CH:2]1, predict the reactants needed to synthesize it. The reactants are: [NH:1]1[C:9]2[C:4](=[CH:5][C:6](/[CH:10]=[CH:11]/[C:12](=O)[CH2:13][C:14](=O)/[CH:15]=[CH:16]/[C:17]3[CH:22]=[CH:21][C:20]([O:23][CH2:24][C:25]4[CH:30]=[CH:29][CH:28]=[CH:27][N:26]=4)=[CH:19][CH:18]=3)=[CH:7][CH:8]=2)[CH:3]=[CH:2]1.O.[NH2:34][NH2:35]. (2) Given the product [F:1][C:2]([F:11])([F:10])[C:3]1[CH:8]=[CH:7][C:6]([N:15]2[CH2:16][CH2:17][CH:13]([OH:12])[CH2:14]2)=[CH:5][CH:4]=1, predict the reactants needed to synthesize it. The reactants are: [F:1][C:2]([F:11])([F:10])[C:3]1[CH:8]=[CH:7][C:6](Br)=[CH:5][CH:4]=1.[OH:12][CH:13]1[CH2:17][CH2:16][NH:15][CH2:14]1. (3) Given the product [CH3:14][N:4]1[CH2:5][CH2:6][O:1][C:2]2[CH:10]=[CH:9][CH:8]=[CH:7][C:3]1=2, predict the reactants needed to synthesize it. The reactants are: [O:1]1[CH2:6][CH2:5][NH:4][C:3]2[CH:7]=[CH:8][CH:9]=[CH:10][C:2]1=2.[H-].[Na+].I[CH3:14]. (4) Given the product [O:23]1[CH:18]([CH:16]([OH:17])[CH2:15][NH:14][CH2:13][CH2:12][NH:11][C:9]([NH:8][C:4]2[CH:5]=[CH:6][C:7]([OH:34])=[CH:2][CH:3]=2)=[O:10])[CH2:19][O:20][C:21]2[CH:27]=[CH:26][CH:25]=[CH:24][C:22]1=2, predict the reactants needed to synthesize it. The reactants are: Cl[C:2]1[CH:3]=[C:4]([NH:8][C:9]([NH:11][CH2:12][CH2:13][NH:14][CH2:15][CH:16]([CH:18]2[O:23][C:22]3[CH:24]=[CH:25][CH:26]=[CH:27][C:21]=3[O:20][CH2:19]2)[OH:17])=[O:10])[CH:5]=[CH:6][CH:7]=1.Cl.NCCNC(NC1C=CC(O)=CC=1)=[O:34]. (5) Given the product [Cl:43][C:2]1[CH:7]=[CH:6][C:5]([C:8]2[CH:9]=[CH:10][C:11]([Cl:14])=[CH:12][CH:13]=2)=[CH:4][C:3]=1[C:15]1[C:16](=[O:17])[NH:18][C:19]2([CH2:20][CH2:21][C:22]([F:25])([F:26])[CH2:23][CH2:24]2)[C:27]=1[OH:29], predict the reactants needed to synthesize it. The reactants are: Cl[C:2]1[CH:7]=[CH:6][C:5]([C:8]2[CH:13]=[CH:12][C:11]([Cl:14])=[CH:10][CH:9]=2)=[CH:4][C:3]=1[CH2:15][C:16]([NH:18][C:19]1([C:27]([O:29]C)=O)[CH2:24][CH2:23][C:22]([F:26])([F:25])[CH2:21][CH2:20]1)=[O:17].CN(C)C(=O)C.CC(C)([O-])C.[K+].[ClH:43].